This data is from Forward reaction prediction with 1.9M reactions from USPTO patents (1976-2016). The task is: Predict the product of the given reaction. Given the reactants [NH:1]1[CH2:4][CH:3]([N:5]2[CH:9]=[CH:8][N:7]=[C:6]2[C:10]2[S:11][C:12]3[CH2:13][CH2:14][O:15][C:16]4[CH:23]=[C:22](Br)[CH:21]=[CH:20][C:17]=4[C:18]=3[N:19]=2)[CH2:2]1.[CH3:25][C:26]([OH:43])([CH3:42])[CH2:27][N:28]1[CH:32]=[C:31](B2OC(C)(C)C(C)(C)O2)[CH:30]=[N:29]1, predict the reaction product. The product is: [NH:1]1[CH2:4][CH:3]([N:5]2[CH:9]=[CH:8][N:7]=[C:6]2[C:10]2[S:11][C:12]3[CH2:13][CH2:14][O:15][C:16]4[CH:23]=[C:22]([C:31]5[CH:30]=[N:29][N:28]([CH2:27][C:26]([CH3:42])([OH:43])[CH3:25])[CH:32]=5)[CH:21]=[CH:20][C:17]=4[C:18]=3[N:19]=2)[CH2:2]1.